Dataset: Full USPTO retrosynthesis dataset with 1.9M reactions from patents (1976-2016). Task: Predict the reactants needed to synthesize the given product. (1) Given the product [F:18][C:2]([F:1])([F:17])[C:3]1[CH:16]=[CH:15][CH:14]=[CH:13][C:4]=1[C:5]([N:7]1[CH2:8][CH2:9][N:10]([C:20]2[S:21][C:22]3[CH:28]=[CH:27][CH:26]=[CH:25][C:23]=3[N:24]=2)[CH2:11][CH2:12]1)=[O:6], predict the reactants needed to synthesize it. The reactants are: [F:1][C:2]([F:18])([F:17])[C:3]1[CH:16]=[CH:15][CH:14]=[CH:13][C:4]=1[C:5]([N:7]1[CH2:12][CH2:11][NH:10][CH2:9][CH2:8]1)=[O:6].Cl[C:20]1[S:21][C:22]2[CH:28]=[CH:27][CH:26]=[CH:25][C:23]=2[N:24]=1. (2) The reactants are: [OH:1][C:2]1[CH:10]=[CH:9][C:5]([C:6]([OH:8])=[O:7])=[CH:4][N:3]=1.C(=O)([O-])O.[Na+].[CH2:16](O)[CH3:17]. Given the product [OH:1][C:2]1[CH:10]=[CH:9][C:5]([C:6]([O:8][CH2:16][CH3:17])=[O:7])=[CH:4][N:3]=1, predict the reactants needed to synthesize it. (3) Given the product [O:54]1[CH:35]=[CH:34][CH:33]=[C:32]1[C:31]1[O:62][C:58]([NH:56][C:18]([C:5]2[C:4]3[C:9](=[CH:10][CH:11]=[C:2]([I:1])[CH:3]=3)[N:8]=[C:7]([C:12]3[CH:17]=[CH:16][CH:15]=[CH:14][CH:13]=3)[CH:6]=2)=[O:20])=[N:37][N:36]=1, predict the reactants needed to synthesize it. The reactants are: [I:1][C:2]1[CH:3]=[C:4]2[C:9](=[CH:10][CH:11]=1)[N:8]=[C:7]([C:12]1[CH:17]=[CH:16][CH:15]=[CH:14][CH:13]=1)[CH:6]=[C:5]2[C:18]([OH:20])=O.CN(C(ON1[N:37]=[N:36][C:31]2[CH:32]=[CH:33][CH:34]=[CH:35]C1=2)=[N+](C)C)C.F[P-](F)(F)(F)(F)F.C1C=CC2N([OH:54])N=NC=2C=1.C[N:56]([C:58]([O:62]N1N=NC2C=CC=NC1=2)=[N+](C)C)C.F[P-](F)(F)(F)(F)F.C1C=NC2N(O)N=NC=2C=1. (4) Given the product [Cl:41][C:38]1[CH:39]=[CH:40][C:35]([CH:32]2[CH2:31][CH2:30][N:29]([C:27](=[O:28])[C@H:26]([NH:25][C:11](=[O:19])[C:12]3[CH:13]=[CH:14][CH:15]=[CH:16][CH:17]=3)[C@H:42]([CH3:45])[CH2:43][CH3:44])[CH2:34][CH2:33]2)=[CH:36][CH:37]=1, predict the reactants needed to synthesize it. The reactants are: C1C=CC2N(O)N=NC=2C=1.[C:11]([OH:19])(=O)[C:12]1[CH:17]=[CH:16][CH:15]=[CH:14][CH:13]=1.C(Cl)CCl.Cl.[NH2:25][C@H:26]([CH:42]([CH3:45])[CH2:43][CH3:44])[C:27]([N:29]1[CH2:34][CH2:33][CH:32]([C:35]2[CH:40]=[CH:39][C:38]([Cl:41])=[CH:37][CH:36]=2)[CH2:31][CH2:30]1)=[O:28]. (5) Given the product [Cl:1][C:2]1[CH:3]=[CH:4][C:5]([C:20]([F:23])([F:22])[F:21])=[C:6]([CH:19]=1)[CH2:7][N:8]1[CH2:13][CH2:12][NH:11][C:10]2[N:14]=[CH:15][C:16]([C:28]3[CH:27]=[N:26][N:25]([CH3:24])[CH:29]=3)=[CH:17][C:9]1=2, predict the reactants needed to synthesize it. The reactants are: [Cl:1][C:2]1[CH:3]=[CH:4][C:5]([C:20]([F:23])([F:22])[F:21])=[C:6]([CH:19]=1)[CH2:7][N:8]1[CH2:13][CH2:12][NH:11][C:10]2[N:14]=[CH:15][C:16](I)=[CH:17][C:9]1=2.[CH3:24][N:25]1[CH:29]=[C:28](B2OC(C)(C)C(C)(C)O2)[CH:27]=[N:26]1. (6) The reactants are: C(O[C:6](=[O:27])[NH:7][C:8]1[N:9]=[C:10]2[C:15]([C:16]([F:19])([F:18])[F:17])=[CH:14][C:13]([C:20]3[O:21][CH:22]=[CH:23][CH:24]=3)=[CH:12][N:11]2[C:25]=1[Cl:26])(C)(C)C.[H-].[Na+].[C:30]1([CH2:36]C(Cl)=O)[CH:35]=[CH:34][CH:33]=[CH:32][CH:31]=1.FC(F)(F)C(O)=O. Given the product [Cl:26][C:25]1[N:11]2[CH:12]=[C:13]([C:20]3[O:21][CH:22]=[CH:23][CH:24]=3)[CH:14]=[C:15]([C:16]([F:19])([F:17])[F:18])[C:10]2=[N:9][C:8]=1[NH:7][C:6](=[O:27])[CH2:36][C:30]1[CH:35]=[CH:34][CH:33]=[CH:32][CH:31]=1, predict the reactants needed to synthesize it. (7) Given the product [CH3:24][C:10]1[C:11]([CH2:12][C:13]2[CH:18]=[CH:17][CH:16]=[C:15]([C:19]([F:22])([F:21])[F:20])[C:14]=2[CH3:23])=[C:4]2[N:3]=[C:2]([N:25]3[CH2:30][CH2:29][O:28][CH2:27][CH2:26]3)[CH:7]=[C:6]([OH:8])[N:5]2[N:9]=1, predict the reactants needed to synthesize it. The reactants are: Cl[C:2]1[NH:3][C:4]2[N:5]([N:9]=[C:10]([CH3:24])[C:11]=2[CH2:12][C:13]2[CH:18]=[CH:17][CH:16]=[C:15]([C:19]([F:22])([F:21])[F:20])[C:14]=2[CH3:23])[C:6](=[O:8])[CH:7]=1.[NH:25]1[CH2:30][CH2:29][O:28][CH2:27][CH2:26]1.